This data is from Catalyst prediction with 721,799 reactions and 888 catalyst types from USPTO. The task is: Predict which catalyst facilitates the given reaction. (1) Reactant: Br[C:2]1[CH:3]=[CH:4][C:5]2[C:6]3[C:7](=[C:13]([C:16]4[O:20][N:19]=[C:18]([C:21]5[CH:26]=[CH:25][CH:24]=[CH:23][CH:22]=5)[C:17]=4[C:27]([F:30])([F:29])[F:28])[O:14][N:15]=3)[CH2:8][N:9]([CH3:12])[C:10]=2[CH:11]=1.[CH2:31]([Sn](CCCC)(CCCC)C=C)[CH2:32]CC.[Cl-].[Li+]. The catalyst class is: 77. Product: [CH3:12][N:9]1[C:10]2[CH:11]=[C:2]([CH:31]=[CH2:32])[CH:3]=[CH:4][C:5]=2[C:6]2=[N:15][O:14][C:13]([C:16]3[O:20][N:19]=[C:18]([C:21]4[CH:26]=[CH:25][CH:24]=[CH:23][CH:22]=4)[C:17]=3[C:27]([F:29])([F:28])[F:30])=[C:7]2[CH2:8]1. (2) Reactant: [Br:1][C:2]1[CH:3]=[C:4]2[C:9](=[N:10][CH:11]=1)[NH:8][CH2:7][CH2:6][CH2:5]2.ClC(Cl)(Cl)[C:14]([N:16]=C=O)=[O:15].[OH-].[K+]. Product: [Br:1][C:2]1[CH:3]=[C:4]2[C:9](=[N:10][CH:11]=1)[N:8]([C:14]([NH2:16])=[O:15])[CH2:7][CH2:6][CH2:5]2. The catalyst class is: 2. (3) Reactant: Br[C:2]1[CH:7]=[CH:6][C:5]([CH2:8][C:9]([O:11][CH3:12])=[O:10])=[C:4]([O:13][CH2:14][C:15]2[CH:16]=[C:17]([C:21]3[CH:26]=[CH:25][CH:24]=[C:23]([CH2:27][NH:28][C:29]([O:31][C:32]([CH3:35])([CH3:34])[CH3:33])=[O:30])[CH:22]=3)[CH:18]=[CH:19][CH:20]=2)[CH:3]=1.[CH3:36][N:37](C=O)C. Product: [C:32]([O:31][C:29]([NH:28][CH2:27][C:23]1[CH:22]=[C:21]([C:17]2[CH:18]=[CH:19][CH:20]=[C:15]([CH2:14][O:13][C:4]3[CH:3]=[C:2]([C:36]#[N:37])[CH:7]=[CH:6][C:5]=3[CH2:8][C:9]([O:11][CH3:12])=[O:10])[CH:16]=2)[CH:26]=[CH:25][CH:24]=1)=[O:30])([CH3:35])([CH3:34])[CH3:33]. The catalyst class is: 267. (4) Reactant: [Cl:1][CH2:2][C:3]1[N:4]=[C:5]2[S:12][CH:11]=[C:10]([C:13](OC)=[O:14])[N:6]2[C:7](=[O:9])[CH:8]=1.[BH4-].[Na+]. Product: [Cl:1][CH2:2][C:3]1[N:4]=[C:5]2[S:12][CH:11]=[C:10]([CH2:13][OH:14])[N:6]2[C:7](=[O:9])[CH:8]=1. The catalyst class is: 5. (5) Reactant: [C:1]([C:3]1([CH2:30][CH3:31])[CH2:7][CH2:6][N:5]([C:8]2[CH:13]=[CH:12][N:11]=[C:10]([NH:14][C:15]3[CH:27]=[C:26]([CH3:28])[C:18]([C:19]([O:21]C(C)(C)C)=[O:20])=[CH:17][N:16]=3)[CH:9]=2)[C:4]1=[O:29])#[N:2].[ClH:32].C(OCC)(=O)C. Product: [ClH:32].[C:1]([C:3]1([CH2:30][CH3:31])[CH2:7][CH2:6][N:5]([C:8]2[CH:13]=[CH:12][N:11]=[C:10]([NH:14][C:15]3[CH:27]=[C:26]([CH3:28])[C:18]([C:19]([OH:21])=[O:20])=[CH:17][N:16]=3)[CH:9]=2)[C:4]1=[O:29])#[N:2]. The catalyst class is: 15.